Dataset: Forward reaction prediction with 1.9M reactions from USPTO patents (1976-2016). Task: Predict the product of the given reaction. (1) Given the reactants [CH2:1]([O:8][C:9]([CH2:11][N:12]1[C:17]([C:18]2[CH:23]=[CH:22][CH:21]=[C:20]([N+:24]([O-])=O)[CH:19]=2)=[C:16]([Cl:27])[N:15]=[C:14]([Cl:28])[C:13]1=[O:29])=[O:10])[C:2]1[CH:7]=[CH:6][CH:5]=[CH:4][CH:3]=1.CCOC(C)=O.Cl, predict the reaction product. The product is: [ClH:27].[CH2:1]([O:8][C:9]([CH2:11][N:12]1[C:17]([C:18]2[CH:23]=[CH:22][CH:21]=[C:20]([NH2:24])[CH:19]=2)=[C:16]([Cl:27])[N:15]=[C:14]([Cl:28])[C:13]1=[O:29])=[O:10])[C:2]1[CH:7]=[CH:6][CH:5]=[CH:4][CH:3]=1. (2) Given the reactants C([N:8]([CH2:37]C1C=CC=CC=1)[C@@H:9]([C@H:20]([CH2:28][CH:29]([OH:36])COS(C)(=O)=O)[C:21]([O:23][C:24]([CH3:27])([CH3:26])[CH3:25])=[O:22])[C:10]([O:12]CC1C=CC=CC=1)=[O:11])C1C=CC=CC=1.Cl, predict the reaction product. The product is: [C:24]([O:23][C:21]([C@H:20]1[CH2:28][CH:29]([OH:36])[CH2:37][NH:8][C@@H:9]1[C:10]([OH:12])=[O:11])=[O:22])([CH3:25])([CH3:26])[CH3:27]. (3) Given the reactants [F:1][C:2]1[CH:7]=[C:6]([NH:8][C:9]2[NH:13][N:12]=[C:11]([NH2:14])[N:10]=2)[CH:5]=[C:4]([F:15])[C:3]=1C1C=CC(S(C)(=O)=O)=CC=1.CC1(C)C(C)(C)OB([C:34]2[CH:39]=[CH:38][C:37]([S:40]([CH3:43])(=[O:42])=[O:41])=[CH:36][CH:35]=2)O1, predict the reaction product. The product is: [F:1][C:2]1[CH:7]=[C:6]([NH:8][C:9]2[NH:13][N:12]=[C:11]([NH2:14])[N:10]=2)[CH:5]=[C:4]([F:15])[C:3]=1[C:35]1[CH:34]=[CH:39][CH:38]=[C:37]([S:40]([CH3:43])(=[O:42])=[O:41])[CH:36]=1. (4) Given the reactants [N:1]1[C:10]2[C:5](=[CH:6][CH:7]=[CH:8][CH:9]=2)[N:4]=[CH:3][C:2]=1[N:11]1[CH2:22][CH2:21][C:14]2([C:19](=[O:20])[NH:18][CH2:17][CH2:16][CH2:15]2)[CH2:13][CH2:12]1.C1COCC1.Br[CH2:29][C:30]1[CH:38]=[CH:37][CH:36]=[C:35]2[C:31]=1[CH:32]=[CH:33][N:34]2S(C1C=CC(C)=CC=1)(=O)=O, predict the reaction product. The product is: [NH:34]1[C:35]2[C:31](=[C:30]([CH2:29][N:18]3[CH2:17][CH2:16][CH2:15][C:14]4([CH2:21][CH2:22][N:11]([C:2]5[CH:3]=[N:4][C:5]6[C:10](=[CH:9][CH:8]=[CH:7][CH:6]=6)[N:1]=5)[CH2:12][CH2:13]4)[C:19]3=[O:20])[CH:38]=[CH:37][CH:36]=2)[CH:32]=[CH:33]1.